This data is from Forward reaction prediction with 1.9M reactions from USPTO patents (1976-2016). The task is: Predict the product of the given reaction. (1) Given the reactants F[CH:2](F)[C:3]1[CH:4]=[C:5]([C:9]2[NH:10][C:11]3[CH:17]=[C:16]([NH:18][C:19]4[S:20][CH:21]=[C:22](C5C=NC=CC=5)[N:23]=4)[C:15]([CH3:30])=[CH:14][C:12]=3[N:13]=2)[CH:6]=[CH:7][CH:8]=1.[CH3:32][C:33]1C=C([CH:38]=[CH:39][CH:40]=1)C=O.S(=O)(O)[O-].[Na+].C[N:47](C=O)C, predict the reaction product. The product is: [CH3:30][C:15]1[C:16]([NH:18][C:19]2[S:20][CH:21]=[C:22]([C:40]3[CH:39]=[CH:38][N:47]=[CH:32][CH:33]=3)[N:23]=2)=[CH:17][C:11]2[NH:10][C:9]([C:5]3[CH:4]=[C:3]([CH3:2])[CH:8]=[CH:7][CH:6]=3)=[N:13][C:12]=2[CH:14]=1. (2) Given the reactants [CH3:1][C:2]1[NH:7][C:6]([CH3:8])=[C:5]([C:9]([O:11][C:12]([CH2:15][N:16]([CH2:18][CH2:19][CH:20]([C:27]2[CH:28]=[CH:29][CH:30]=[CH:31][CH:32]=2)[C:21]2[CH:22]=[CH:23][CH:24]=[CH:25][CH:26]=2)[CH3:17])([CH3:14])[CH3:13])=[O:10])[CH:4]([C:33]2[CH:34]=[CH:35][CH:36]=[C:37]([N+:39]([O-:41])=[O:40])[CH:38]=2)[C:3]=1[C:42]([O:44][CH3:45])=[O:43].Cl.C(O)C.C([O-])(=O)CCCCCCCCCCCCCCCCC.[Mg+2].C([O-])(=O)CCCCCCCCCCCCCCCCC, predict the reaction product. The product is: [CH3:1][C:2]1[NH:7][C:6]([CH3:8])=[C:5]([C:9]([O:11][C:12]([CH2:15][N:16]([CH2:18][CH2:19][CH:20]([C:21]2[CH:22]=[CH:23][CH:24]=[CH:25][CH:26]=2)[C:27]2[CH:28]=[CH:29][CH:30]=[CH:31][CH:32]=2)[CH3:17])([CH3:13])[CH3:14])=[O:10])[CH:4]([C:33]2[CH:34]=[CH:35][CH:36]=[C:37]([N+:39]([O-:41])=[O:40])[CH:38]=2)[C:3]=1[C:42]([O:44][CH3:45])=[O:43]. (3) Given the reactants [NH2:1][CH2:2][CH2:3][C:4]1[N:5]=[C:6]([S:9][C:10]([CH3:15])([CH3:14])[C:11]([OH:13])=[O:12])[S:7][CH:8]=1.C1C=C2N=NN(O)C2=CC=1.O.C(N=C=NC(C)C)(C)C.[CH3:36][CH:37]([CH3:47])[CH2:38][CH2:39][CH2:40][CH2:41][CH2:42][CH2:43][C:44](O)=[O:45], predict the reaction product. The product is: [CH3:14][C:10]([S:9][C:6]1[S:7][CH:8]=[C:4]([CH2:3][CH2:2][NH:1][C:44](=[O:45])[CH2:43][CH2:42][CH2:41][CH2:40][CH2:39][CH2:38][CH:37]([CH3:36])[CH3:47])[N:5]=1)([CH3:15])[C:11]([OH:13])=[O:12].